From a dataset of Forward reaction prediction with 1.9M reactions from USPTO patents (1976-2016). Predict the product of the given reaction. (1) Given the reactants [C:1]1([CH3:14])[CH:6]=[CH:5][CH:4]=[C:3]([N:7]2[N:11]=[N:10][C:9]([CH2:12][OH:13])=[N:8]2)[CH:2]=1.[H-].[Na+].[CH:17]1([N:20]2[C:24](S(C)(=O)=O)=[N:23][N:22]=[C:21]2[C:29]2[CH:34]=[CH:33][N:32]=[CH:31][CH:30]=2)[CH2:19][CH2:18]1, predict the reaction product. The product is: [CH:17]1([N:20]2[C:24]([O:13][CH2:12][C:9]3[N:10]=[N:11][N:7]([C:3]4[CH:2]=[C:1]([CH3:14])[CH:6]=[CH:5][CH:4]=4)[N:8]=3)=[N:23][N:22]=[C:21]2[C:29]2[CH:30]=[CH:31][N:32]=[CH:33][CH:34]=2)[CH2:19][CH2:18]1. (2) Given the reactants [S:1]1[CH:5]=[CH:4][CH:3]=[C:2]1[C:6]1[S:7][CH:8]=[C:9]([Sn](C)(C)C)[N:10]=1.[Br:15]C1SC=C(Br)N=1.C1(S)C=CC=CC=1.[OH-].[Na+], predict the reaction product. The product is: [S:1]1[CH:5]=[CH:4][CH:3]=[C:2]1[C:6]1[S:7][CH:8]=[C:9]([Br:15])[N:10]=1. (3) Given the reactants [CH3:1][O:2][C:3](=[O:14])[CH2:4][O:5][C:6]1[CH:11]=[CH:10][C:9]([Cl:12])=[C:8]([NH2:13])[CH:7]=1.[CH3:15][S:16]([C:19]1[CH:34]=[CH:33][C:22]([CH2:23][CH:24]([C:29](=O)[CH2:30][CH3:31])[C:25](=O)[CH2:26][CH3:27])=[CH:21][CH:20]=1)(=[O:18])=[O:17], predict the reaction product. The product is: [CH3:1][O:2][C:3](=[O:14])[CH2:4][O:5][C:6]1[CH:11]=[CH:10][C:9]([Cl:12])=[C:8]2[C:7]=1[C:25]([CH2:26][CH3:27])=[C:24]([CH2:23][C:22]1[CH:21]=[CH:20][C:19]([S:16]([CH3:15])(=[O:18])=[O:17])=[CH:34][CH:33]=1)[C:29]([CH2:30][CH3:31])=[N:13]2. (4) Given the reactants Cl[C:2]1[N:10]=[C:9]([F:11])[N:8]=[C:7]2[C:3]=1[NH:4][CH:5]=[N:6]2.CCN(C(C)C)C(C)C.[N:21]1[CH:26]=[CH:25][CH:24]=[CH:23][C:22]=1[CH2:27][NH2:28].C(Cl)(Cl)Cl, predict the reaction product. The product is: [F:11][C:9]1[N:8]=[C:7]2[C:3]([N:4]=[CH:5][NH:6]2)=[C:2]([NH:28][CH2:27][C:22]2[CH:23]=[CH:24][CH:25]=[CH:26][N:21]=2)[N:10]=1. (5) Given the reactants Br[C:2]1[CH:3]=[CH:4][C:5]([C@H:8]([C:22]2[N:23]=[N:24][N:25]([CH3:27])[CH:26]=2)[NH:9][C:10](=[O:21])[CH2:11][C:12]2[CH:17]=[CH:16][C:15]([CH:18]([CH3:20])[CH3:19])=[CH:14][CH:13]=2)=[N:6][CH:7]=1.[CH2:28](B(O)O)[CH2:29][CH3:30].C([O-])([O-])=O.[K+].[K+], predict the reaction product. The product is: [CH:18]([C:15]1[CH:16]=[CH:17][C:12]([CH2:11][C:10]([NH:9][C@@H:8]([C:22]2[N:23]=[N:24][N:25]([CH3:27])[CH:26]=2)[C:5]2[CH:4]=[CH:3][C:2]([CH2:28][CH2:29][CH3:30])=[CH:7][N:6]=2)=[O:21])=[CH:13][CH:14]=1)([CH3:20])[CH3:19].